Dataset: NCI-60 drug combinations with 297,098 pairs across 59 cell lines. Task: Regression. Given two drug SMILES strings and cell line genomic features, predict the synergy score measuring deviation from expected non-interaction effect. (1) Drug 1: C1=C(C(=O)NC(=O)N1)F. Drug 2: C1CNP(=O)(OC1)N(CCCl)CCCl. Cell line: SK-OV-3. Synergy scores: CSS=21.4, Synergy_ZIP=7.73, Synergy_Bliss=7.09, Synergy_Loewe=-3.86, Synergy_HSA=4.38. (2) Drug 1: C1=C(C(=O)NC(=O)N1)F. Drug 2: C(=O)(N)NO. Cell line: SNB-75. Synergy scores: CSS=23.0, Synergy_ZIP=3.85, Synergy_Bliss=2.83, Synergy_Loewe=-6.61, Synergy_HSA=4.05. (3) Drug 1: C1=CC(=CC=C1CCCC(=O)O)N(CCCl)CCCl. Drug 2: CC12CCC3C(C1CCC2OP(=O)(O)O)CCC4=C3C=CC(=C4)OC(=O)N(CCCl)CCCl.[Na+]. Cell line: KM12. Synergy scores: CSS=-1.24, Synergy_ZIP=-6.04, Synergy_Bliss=-11.1, Synergy_Loewe=-9.50, Synergy_HSA=-9.36. (4) Drug 1: CC1C(C(CC(O1)OC2CC(CC3=C2C(=C4C(=C3O)C(=O)C5=C(C4=O)C(=CC=C5)OC)O)(C(=O)CO)O)N)O.Cl. Drug 2: CC1=CC2C(CCC3(C2CCC3(C(=O)C)OC(=O)C)C)C4(C1=CC(=O)CC4)C. Cell line: UACC62. Synergy scores: CSS=10.7, Synergy_ZIP=7.77, Synergy_Bliss=11.4, Synergy_Loewe=11.9, Synergy_HSA=11.3. (5) Drug 1: C1=NC2=C(N1)C(=S)N=CN2. Drug 2: C1CN(CCN1C(=O)CCBr)C(=O)CCBr. Cell line: SF-268. Synergy scores: CSS=29.7, Synergy_ZIP=-3.18, Synergy_Bliss=1.99, Synergy_Loewe=-9.25, Synergy_HSA=2.48.